This data is from Full USPTO retrosynthesis dataset with 1.9M reactions from patents (1976-2016). The task is: Predict the reactants needed to synthesize the given product. (1) Given the product [CH3:11][NH:12][C:2]1[CH:7]=[C:6]([CH2:8][OH:9])[CH:5]=[CH:4][N:3]=1, predict the reactants needed to synthesize it. The reactants are: Cl[C:2]1[CH:7]=[C:6]([CH2:8][OH:9])[CH:5]=[CH:4][N:3]=1.Cl.[CH3:11][NH2:12]. (2) Given the product [CH:9]1[C:8]2=[C:22]3[C:21]([C:5]4[C:4]2=[CH:3][CH:2]=[CH:7][CH:6]=4)=[CH:20][CH:19]=[CH:18][C:23]3=[C:11]([C:12]2[CH:13]=[C:14]([B:29]([OH:34])[OH:30])[CH:15]=[CH:16][CH:17]=2)[CH:10]=1, predict the reactants needed to synthesize it. The reactants are: Br[C:2]1[CH:3]=[C:4]([C:8]2[CH:9]=[CH:10][C:11]3[C:12]4[C:17]([C:18]5[C:23]=3[C:22]=2[CH:21]=[CH:20][CH:19]=5)=[CH:16][CH:15]=[CH:14][CH:13]=4)[CH:5]=[CH:6][CH:7]=1.C([Li])CCC.[B:29](OC(C)C)([O:34]C(C)C)[O:30]C(C)C.Cl. (3) Given the product [C:1]([CH2:5][S:6]([NH2:10])(=[O:8])=[O:7])([F:4])([F:3])[F:2], predict the reactants needed to synthesize it. The reactants are: [C:1]([CH2:5][S:6](Cl)(=[O:8])=[O:7])([F:4])([F:3])[F:2].[NH4+:10].[OH-]. (4) Given the product [CH3:11][O:10][CH2:9][CH2:8][O:7][CH2:6][O:5][CH2:4][CH:2]([CH3:1])[CH2:3][Si:14]([O:17][CH3:18])([O:15][CH3:16])[O:13][CH3:12], predict the reactants needed to synthesize it. The reactants are: [CH3:1][C:2]([CH2:4][O:5][CH2:6][O:7][CH2:8][CH2:9][O:10][CH3:11])=[CH2:3].[CH3:12][O:13][SiH:14]([O:17][CH3:18])[O:15][CH3:16]. (5) Given the product [CH3:1][O:5][C:6]([CH:7]1[CH:25]([C:21]2[CH:22]=[CH:23][CH:24]=[C:19]([Cl:18])[C:20]=2[F:37])[C:26]([C:29]2[CH:34]=[CH:33][C:32]([Cl:35])=[CH:31][C:30]=2[F:36])([C:27]#[N:28])[CH:9]([CH2:10][C:11]([CH:14]2[CH2:16][CH2:15]2)([CH3:13])[CH3:12])[NH:8]1)=[O:17], predict the reactants needed to synthesize it. The reactants are: [C:1]([O:5][C:6](=[O:17])[CH2:7]/[N:8]=[CH:9]/[CH2:10][C:11]([CH:14]1[CH2:16][CH2:15]1)([CH3:13])[CH3:12])(C)(C)C.[Cl:18][C:19]1[C:20]([F:37])=[C:21](/[CH:25]=[C:26](/[C:29]2[CH:34]=[CH:33][C:32]([Cl:35])=[CH:31][C:30]=2[F:36])\[C:27]#[N:28])[CH:22]=[CH:23][CH:24]=1.C(N(CC)CC)C. (6) Given the product [F:17][C:18]1[N:19]=[C:20]([C:24]2[N:28]([CH2:2][C:3]3[C:8]([O:9][CH3:10])=[N:7][C:6]([C:11]4[CH:16]=[CH:15][CH:14]=[CH:13][CH:12]=4)=[CH:5][N:4]=3)[CH:27]=[CH:26][N:25]=2)[CH:21]=[CH:22][CH:23]=1, predict the reactants needed to synthesize it. The reactants are: Cl[CH2:2][C:3]1[C:8]([O:9][CH3:10])=[N:7][C:6]([C:11]2[CH:16]=[CH:15][CH:14]=[CH:13][CH:12]=2)=[CH:5][N:4]=1.[F:17][C:18]1[CH:23]=[CH:22][CH:21]=[C:20]([C:24]2[NH:25][CH:26]=[CH:27][N:28]=2)[N:19]=1.C([O-])([O-])=O.[K+].[K+].